From a dataset of Reaction yield outcomes from USPTO patents with 853,638 reactions. Predict the reaction yield, written as a fraction of the theoretical maximum amount of product (1.0 means a 100% yield; for example, 0.34 means a 34% yield). (1) The reactants are [Cl-].[C:2]([C:4]1[C:16]([N+:17]([O-])=O)=[CH:15][CH:14]=[CH:13][C:5]=1[O:6][CH2:7][C@@H:8]1[CH2:12][CH2:11][CH2:10][NH2+:9]1)#[N:3].[CH3:20][N:21]=[C:22]=[O:23]. No catalyst specified. The product is [NH2:17][C:16]1[C:4]([C:2]#[N:3])=[C:5]([CH:13]=[CH:14][CH:15]=1)[O:6][CH2:7][C@@H:8]1[CH2:12][CH2:11][CH2:10][N:9]1[C:22]([NH:21][CH3:20])=[O:23]. The yield is 0.530. (2) The yield is 0.320. The product is [F:1][C:2]1[CH:26]=[C:25]([F:27])[CH:24]=[CH:23][C:3]=1[C:4]([NH:6][C:7]1[CH:12]=[C:11]([O:13][CH2:14][CH2:15][O:16][CH3:17])[CH:10]=[CH:9][C:8]=1/[CH:18]=[CH:19]/[C:20](=[O:21])[NH:61][S:58]([CH2:53][CH2:54][CH2:55][CH2:56][CH3:57])(=[O:60])=[O:59])=[O:5]. The catalyst is C(#N)C.CN(C)C1C=CN=CC=1.C(N(CC)CC)C. The reactants are [F:1][C:2]1[CH:26]=[C:25]([F:27])[CH:24]=[CH:23][C:3]=1[C:4]([NH:6][C:7]1[CH:12]=[C:11]([O:13][CH2:14][CH2:15][O:16][CH3:17])[CH:10]=[CH:9][C:8]=1/[CH:18]=[CH:19]/[C:20](O)=[O:21])=[O:5].CC1C=CC=C([N+]([O-])=O)C=1C(OC(=O)C1C([N+]([O-])=O)=CC=CC=1C)=O.[CH2:53]([S:58]([NH2:61])(=[O:60])=[O:59])[CH2:54][CH2:55][CH2:56][CH3:57].[Cl-].[NH4+]. (3) The reactants are C1(C)C=CC(S(O[C@@H:11]([CH2:13]/[CH:14]=[CH:15]/[C:16]2[CH:17]=[N:18][CH:19]=[CH:20][CH:21]=2)[CH3:12])(=O)=O)=CC=1.[CH3:23][NH2:24]. The catalyst is C(O)C. The product is [CH3:23][NH:24][C@H:11]([CH2:13]/[CH:14]=[CH:15]/[C:16]1[CH:17]=[N:18][CH:19]=[CH:20][CH:21]=1)[CH3:12]. The yield is 0.240. (4) The reactants are [CH:1]([Mg]Br)=[CH2:2].[C:5]([O:9][C:10](=[O:22])[NH:11][C@:12]([C:16](=[O:21])N(OC)C)(C)[CH2:13][CH3:14])([CH3:8])([CH3:7])[CH3:6].O1CCC[CH2:24]1. No catalyst specified. The product is [C:5]([O:9][C:10](=[O:22])[NH:11][C@H:12]([CH:13]([CH3:14])[CH3:24])[C:16](=[O:21])[CH:1]=[CH2:2])([CH3:6])([CH3:7])[CH3:8]. The yield is 0.640. (5) The reactants are [H-].[Na+].[OH:3][C:4]1[CH:5]=[C:6]2[C:11](=[CH:12][CH:13]=1)[N:10]=[CH:9][CH:8]=[CH:7]2.[CH2:14](Br)[CH:15]=[CH2:16]. The catalyst is CN(C)C=O. The product is [CH2:16]([O:3][C:4]1[CH:5]=[C:6]2[C:11](=[CH:12][CH:13]=1)[N:10]=[CH:9][CH:8]=[CH:7]2)[CH:15]=[CH2:14]. The yield is 0.890. (6) The reactants are [OH:1][C:2]1[CH:9]=[CH:8][C:5]([CH:6]=[O:7])=[CH:4][CH:3]=1.C([O-])([O-])=O.[K+].[K+].Br[CH2:17][CH2:18][CH2:19][C:20]#[N:21]. The catalyst is CN(C=O)C. The product is [CH:6]([C:5]1[CH:8]=[CH:9][C:2]([O:1][CH2:17][CH2:18][CH2:19][C:20]#[N:21])=[CH:3][CH:4]=1)=[O:7]. The yield is 1.00.